This data is from Peptide-MHC class I binding affinity with 185,985 pairs from IEDB/IMGT. The task is: Regression. Given a peptide amino acid sequence and an MHC pseudo amino acid sequence, predict their binding affinity value. This is MHC class I binding data. (1) The peptide sequence is PRRHRILDTYL. The MHC is Mamu-B03 with pseudo-sequence Mamu-B03. The binding affinity (normalized) is 0.380. (2) The peptide sequence is RAFGRDWRY. The MHC is HLA-A26:01 with pseudo-sequence HLA-A26:01. The binding affinity (normalized) is 0.0847. (3) The peptide sequence is FPVKPQVPL. The MHC is HLA-B08:01 with pseudo-sequence HLA-B08:01. The binding affinity (normalized) is 0.542. (4) The peptide sequence is DECEFELAL. The MHC is HLA-B40:01 with pseudo-sequence HLA-B40:01. The binding affinity (normalized) is 0.382.